Dataset: Forward reaction prediction with 1.9M reactions from USPTO patents (1976-2016). Task: Predict the product of the given reaction. (1) Given the reactants [CH3:1][O:2][C:3]1[CH:8]=[CH:7][C:6]([C:9]2[CH:17]=[C:16]3[C:12]([C:13]([C:26]4[CH:31]=[CH:30][CH:29]=[C:28]([N+:32]([O-])=O)[CH:27]=4)=[CH:14][N:15]3[C:18]3[N:23]=[CH:22][N:21]=[C:20]([NH:24][CH3:25])[CH:19]=3)=[CH:11][CH:10]=2)=[CH:5][CH:4]=1, predict the reaction product. The product is: [NH2:32][C:28]1[CH:27]=[C:26]([C:13]2[C:12]3[C:16](=[CH:17][C:9]([C:6]4[CH:5]=[CH:4][C:3]([O:2][CH3:1])=[CH:8][CH:7]=4)=[CH:10][CH:11]=3)[N:15]([C:18]3[N:23]=[CH:22][N:21]=[C:20]([NH:24][CH3:25])[CH:19]=3)[CH:14]=2)[CH:31]=[CH:30][CH:29]=1. (2) Given the reactants [N:1]1[CH:6]=[CH:5][CH:4]=[C:3]([NH:7][C:8]([NH2:10])=[S:9])[CH:2]=1.[O-]CC.[Na+].[C:15]([CH2:17][C:18](OCC)=[O:19])#[N:16], predict the reaction product. The product is: [NH2:16][C:15]1[N:7]([C:3]2[CH:2]=[N:1][CH:6]=[CH:5][CH:4]=2)[C:8](=[S:9])[NH:10][C:18](=[O:19])[CH:17]=1. (3) Given the reactants [Br:1][C:2]1[CH:10]=[CH:9][CH:8]=[C:7]2[C:3]=1[C:4](=[O:12])[C:5](=[O:11])[NH:6]2.[NH2:13]C1C=CC=C(Br)C=1C(N)=O.[N-]=C=O.[Na+], predict the reaction product. The product is: [Br:1][C:2]1[CH:10]=[CH:9][CH:8]=[C:7]2[C:3]=1[C:4](=[O:12])[NH:13][C:5](=[O:11])[NH:6]2.